From a dataset of Full USPTO retrosynthesis dataset with 1.9M reactions from patents (1976-2016). Predict the reactants needed to synthesize the given product. (1) Given the product [CH2:21]([C:5]1[CH:4]=[CH:3][C:2]([OH:26])=[CH:7][C:6]=1[CH:8]1[C:9](=[O:20])[CH:10]2[CH:15]([CH:14]3[CH2:18][CH2:19][CH:11]2[CH2:12][CH2:13]3)[C:16]1=[O:17])[CH3:22], predict the reactants needed to synthesize it. The reactants are: Br[C:2]1[CH:3]=[CH:4][C:5]([CH2:21][CH3:22])=[C:6]([CH:8]2[C:16](=[O:17])[CH:15]3[CH:10]([CH:11]4[CH2:19][CH2:18][CH:14]3[CH2:13][CH2:12]4)[C:9]2=[O:20])[CH:7]=1.N1CCC[C@H]1C(O)=[O:26].[OH-].[Na+].Cl. (2) The reactants are: [Cl:1][C:2]1[CH:7]=[CH:6][C:5]([N:8]2[C:16]([C:17]3[CH:22]=[CH:21][C:20]([Cl:23])=[CH:19][C:18]=3[Cl:24])=[N:15][C:14]3[C:9]2=[N:10][CH:11]=[N:12][C:13]=3[C:25]#[N:26])=[CH:4][CH:3]=1.[H-].C([Al+]CC(C)C)C(C)C. Given the product [Cl:1][C:2]1[CH:3]=[CH:4][C:5]([N:8]2[C:16]([C:17]3[CH:22]=[CH:21][C:20]([Cl:23])=[CH:19][C:18]=3[Cl:24])=[N:15][C:14]3[C:9]2=[N:10][CH:11]=[N:12][C:13]=3[CH2:25][NH2:26])=[CH:6][CH:7]=1, predict the reactants needed to synthesize it. (3) Given the product [OH:17][NH:16][C:1](=[NH:2])[N:3]1[CH2:4][CH2:5][N:6]([C:9]([O:11][C:12]([CH3:14])([CH3:13])[CH3:15])=[O:10])[CH2:7][CH2:8]1, predict the reactants needed to synthesize it. The reactants are: [C:1]([N:3]1[CH2:8][CH2:7][N:6]([C:9]([O:11][C:12]([CH3:15])([CH3:14])[CH3:13])=[O:10])[CH2:5][CH2:4]1)#[N:2].[NH2:16][OH:17]. (4) Given the product [N:19]1([C:16]2[N:15]=[CH:14][C:13]([OH:12])=[CH:18][N:17]=2)[CH2:24][CH2:23][NH:22][CH2:21][CH2:20]1, predict the reactants needed to synthesize it. The reactants are: O1CCOCC1.CO.ClCCl.[OH:12][C:13]1[CH:14]=[N:15][C:16]([N:19]2[CH2:24][CH2:23][N:22](C(OC(C)(C)C)=O)[CH2:21][CH2:20]2)=[N:17][CH:18]=1. (5) Given the product [C:23]([O:22][C:20](=[O:21])[C:19]([O-:27])=[CH:12][C:11]([C:14]1[O:15][CH:16]=[CH:17][CH:18]=1)=[O:13])([CH3:26])([CH3:25])[CH3:24].[Li+:1], predict the reactants needed to synthesize it. The reactants are: [Li+:1].C[Si]([N-][Si](C)(C)C)(C)C.[C:11]([C:14]1[O:15][CH:16]=[CH:17][CH:18]=1)(=[O:13])[CH3:12].[C:19](OC(C)(C)C)(=[O:27])[C:20]([O:22][C:23]([CH3:26])([CH3:25])[CH3:24])=[O:21]. (6) Given the product [N:1]1([C:6]2[CH:7]=[C:8]([C:12]([OH:14])=[O:13])[CH:9]=[N:10][CH:11]=2)[CH:5]=[CH:4][CH:3]=[N:2]1, predict the reactants needed to synthesize it. The reactants are: [N:1]1([C:6]2[CH:7]=[C:8]([C:12]([O:14]CC)=[O:13])[CH:9]=[N:10][CH:11]=2)[CH:5]=[CH:4][CH:3]=[N:2]1.C(C1NN=C(C)C=1C(O)=O)(C)C.